From a dataset of Forward reaction prediction with 1.9M reactions from USPTO patents (1976-2016). Predict the product of the given reaction. (1) Given the reactants CS(O[CH:6]1[CH2:11][CH2:10][N:9]([C:12]([O:14][C:15]([CH3:18])([CH3:17])[CH3:16])=[O:13])[CH2:8][CH2:7]1)(=O)=O.[CH3:19][S-:20].[Na+], predict the reaction product. The product is: [CH3:19][S:20][CH:6]1[CH2:7][CH2:8][N:9]([C:12]([O:14][C:15]([CH3:16])([CH3:17])[CH3:18])=[O:13])[CH2:10][CH2:11]1. (2) Given the reactants CC(OC1CCCCO1)(C)C#C[C:5](=[O:11])[C:6]([O:8]CC)=[O:7].[C:20]1([CH:26]2[CH2:30][S:29][C:28](=[S:31])[S:27]2)[CH:25]=CC=C[CH:21]=1.C(Cl)Cl, predict the reaction product. The product is: [CH3:25][C:20]1([CH3:21])[C:26]2[S:27][C:28](=[S:31])[S:29][C:30]=2[C:5](=[O:11])[C:6](=[O:7])[O:8]1. (3) Given the reactants C(=O)([O-])[O-].[K+].[K+].[Cl:7][C:8]1[CH:9]=[C:10]([CH:15]=[CH:16][N:17]=1)[C:11]([O:13][CH3:14])=[O:12].[CH3:18][C:19]1[CH:24]=[C:23]([C:25]([F:28])([F:27])[F:26])[CH:22]=[CH:21][C:20]=1B(O)O.Cl, predict the reaction product. The product is: [ClH:7].[CH3:18][C:19]1[CH:24]=[C:23]([C:25]([F:26])([F:27])[F:28])[CH:22]=[CH:21][C:20]=1[C:8]1[CH:9]=[C:10]([CH:15]=[CH:16][N:17]=1)[C:11]([O:13][CH3:14])=[O:12]. (4) Given the reactants [Cl:1][C:2]1[C:10]([OH:11])=[CH:9][CH:8]=[C:7]2[C:3]=1[CH:4]=[C:5]([CH:21]([F:23])[F:22])[N:6]2[S:12]([C:15]1[CH:20]=[CH:19][CH:18]=[CH:17][CH:16]=1)(=[O:14])=[O:13].CCN(CC)CC.[S:31](O[S:31]([C:34]([F:37])([F:36])[F:35])(=[O:33])=[O:32])([C:34]([F:37])([F:36])[F:35])(=[O:33])=[O:32], predict the reaction product. The product is: [F:35][C:34]([F:37])([F:36])[S:31]([O:11][C:10]1[C:2]([Cl:1])=[C:3]2[C:7](=[CH:8][CH:9]=1)[N:6]([S:12]([C:15]1[CH:20]=[CH:19][CH:18]=[CH:17][CH:16]=1)(=[O:14])=[O:13])[C:5]([CH:21]([F:23])[F:22])=[CH:4]2)(=[O:33])=[O:32].